Dataset: Forward reaction prediction with 1.9M reactions from USPTO patents (1976-2016). Task: Predict the product of the given reaction. (1) The product is: [F:1][C:2]1[CH:7]=[C:6]([F:8])[CH:5]=[CH:4][C:3]=1[C@@:9]([OH:10])([CH2:13][N:14]1[CH:18]=[N:17][CH:16]=[N:15]1)[C@H:11]([N:24]1[CH:28]=[C:27](/[CH:29]=[CH:30]/[C:31]2[CH:38]=[CH:37][C:34]([C:35]#[N:36])=[CH:33][CH:32]=2)[CH:26]=[N:25]1)[CH3:12]. Given the reactants [F:1][C:2]1[CH:7]=[C:6]([F:8])[CH:5]=[CH:4][C:3]=1[C@@:9]1([CH2:13][N:14]2[CH:18]=[N:17][CH:16]=[N:15]2)[C@H:11]([CH3:12])[O:10]1.C(=O)([O-])[O-].[Ca+2].[NH:24]1[CH:28]=[C:27](/[CH:29]=[CH:30]/[C:31]2[CH:38]=[CH:37][C:34]([C:35]#[N:36])=[CH:33][CH:32]=2)[CH:26]=[N:25]1, predict the reaction product. (2) Given the reactants [C:1]([O:5][C:6](=[O:21])[NH:7][N:8]1[CH2:13][CH2:12][N:11](CC2C=CC=CC=2)[CH2:10][CH2:9]1)([CH3:4])([CH3:3])[CH3:2].[H][H], predict the reaction product. The product is: [N:8]1([NH:7][C:6](=[O:21])[O:5][C:1]([CH3:3])([CH3:2])[CH3:4])[CH2:9][CH2:10][NH:11][CH2:12][CH2:13]1.